Dataset: Catalyst prediction with 721,799 reactions and 888 catalyst types from USPTO. Task: Predict which catalyst facilitates the given reaction. (1) Reactant: [Cl:1][C:2]1[CH:3]=[CH:4][C:5]2[N+:10]([O-:11])=[N:9][C:8](=[O:12])[N:7]([CH2:13][CH:14]=C)[C:6]=2[CH:16]=1.I([O-])(=O)(=O)=[O:18].[Na+]. Product: [Cl:1][C:2]1[CH:3]=[CH:4][C:5]2[N+:10]([O-:11])=[N:9][C:8](=[O:12])[N:7]([CH2:13][CH:14]=[O:18])[C:6]=2[CH:16]=1. The catalyst class is: 785. (2) Reactant: [CH2:1]([O:8][C:9]1[CH:14]=[CH:13][C:12]([N:15]2[CH2:20][CH2:19][N:18]([C:21](=[O:33])[CH2:22][NH:23][C:24](=[O:32])[C:25]3[CH:30]=[CH:29][CH:28]=[C:27]([OH:31])[CH:26]=3)[CH2:17][CH2:16]2)=[CH:11][CH:10]=1)[C:2]1[CH:7]=[CH:6][CH:5]=[CH:4][CH:3]=1.C(=O)([O-])[O-].[K+].[K+].[S:40]([O:50][CH2:51][CH2:52]OS(C1C=CC(C)=CC=1)(=O)=O)([C:43]1[CH:49]=[CH:48][C:46]([CH3:47])=[CH:45][CH:44]=1)(=[O:42])=[O:41]. Product: [CH2:1]([O:8][C:9]1[CH:10]=[CH:11][C:12]([N:15]2[CH2:20][CH2:19][N:18]([C:21](=[O:33])[CH2:22][NH:23][C:24]([C:25]3[CH:26]=[C:27]([CH:28]=[CH:29][CH:30]=3)[O:31][CH2:52][CH2:51][O:50][S:40]([C:43]3[CH:49]=[CH:48][C:46]([CH3:47])=[CH:45][CH:44]=3)(=[O:42])=[O:41])=[O:32])[CH2:17][CH2:16]2)=[CH:13][CH:14]=1)[C:2]1[CH:7]=[CH:6][CH:5]=[CH:4][CH:3]=1. The catalyst class is: 3. (3) Reactant: [Cl:1][C:2]1[CH:8]=[C:7]([Cl:9])[C:5]([OH:6])=[CH:4][C:3]=1[OH:10].[CH2:11](Br)[CH:12]=[CH2:13].C(=O)([O-])[O-].[K+].[K+]. Product: [CH2:13]([O:6][C:5]1[C:7]([Cl:9])=[CH:8][C:2]([Cl:1])=[C:3]([OH:10])[CH:4]=1)[CH:12]=[CH2:11]. The catalyst class is: 3.